From a dataset of Forward reaction prediction with 1.9M reactions from USPTO patents (1976-2016). Predict the product of the given reaction. (1) Given the reactants Cl.[NH2:2][O:3][CH2:4][C:5]1[CH:6]=[CH:7][C:8]([F:13])=[C:9]([CH:12]=1)[C:10]#[N:11].Cl.O.[NH:16]1[CH2:21][CH2:20][C:19](=O)[CH2:18][CH2:17]1.C([O-])(=O)C.[Na+], predict the reaction product. The product is: [F:13][C:8]1[CH:7]=[CH:6][C:5]([CH2:4][O:3][N:2]=[C:19]2[CH2:20][CH2:21][NH:16][CH2:17][CH2:18]2)=[CH:12][C:9]=1[C:10]#[N:11]. (2) Given the reactants [N+:1]([C:4]1[CH:9]=[CH:8][C:7]([N:10]2[C:18]3[CH:17]=[CH:16][N:15]=[C:14]([C:19]#[N:20])[C:13]=3[N:12]=[CH:11]2)=[CH:6][CH:5]=1)([O-])=O.[H][H], predict the reaction product. The product is: [NH2:1][C:4]1[CH:5]=[CH:6][C:7]([N:10]2[C:18]3[CH:17]=[CH:16][N:15]=[C:14]([C:19]#[N:20])[C:13]=3[N:12]=[CH:11]2)=[CH:8][CH:9]=1. (3) Given the reactants F[C:2]1[CH:7]=[C:6]([I:8])[CH:5]=[CH:4][N:3]=1.[C:9](=O)([O-])[O-:10].[Cs+].[Cs+].C1COCC1.CO, predict the reaction product. The product is: [I:8][C:6]1[CH:5]=[CH:4][N:3]=[C:2]([O:10][CH3:9])[CH:7]=1. (4) Given the reactants [Cl:1][C:2]1[CH:7]=[CH:6][C:5]([CH:8]([C:27]2[CH:32]=[CH:31][C:30]([Cl:33])=[CH:29][CH:28]=2)[N:9]2[CH2:12][C:11](=[CH:13][S:14]([CH2:17][C:18]3[CH:19]=[C:20]([CH:24]=[CH:25][CH:26]=3)[C:21](O)=[O:22])(=[O:16])=[O:15])[CH2:10]2)=[CH:4][CH:3]=1.[CH2:34]([NH2:39])[C:35]([CH3:38])([CH3:37])[CH3:36], predict the reaction product. The product is: [Cl:33][C:30]1[CH:29]=[CH:28][C:27]([CH:8]([C:5]2[CH:4]=[CH:3][C:2]([Cl:1])=[CH:7][CH:6]=2)[N:9]2[CH2:10][C:11](=[CH:13][S:14]([CH2:17][C:18]3[CH:19]=[C:20]([CH:24]=[CH:25][CH:26]=3)[C:21]([NH:39][CH2:34][C:35]([CH3:38])([CH3:37])[CH3:36])=[O:22])(=[O:16])=[O:15])[CH2:12]2)=[CH:32][CH:31]=1. (5) Given the reactants [CH3:1][N:2]1[C:10]2[C:5](=[CH:6][CH:7]=[C:8]([N+:11]([O-])=O)[CH:9]=2)[CH:4]=[N:3]1.OCC1(OC[C@@H](O)[C@@H](O)[C@H]1O)O, predict the reaction product. The product is: [CH3:1][N:2]1[C:10]2[C:5](=[CH:6][CH:7]=[C:8]([NH2:11])[CH:9]=2)[CH:4]=[N:3]1. (6) Given the reactants [CH2:1]([N:3]([CH2:6][CH3:7])[CH2:4]C)C.Cl.[Cl:9][C:10]1[CH:11]=[C:12]([CH:17]([O:22][C:23]2[CH:28]=[CH:27][CH:26]=[CH:25][CH:24]=2)C2CNC2)[CH:13]=[CH:14][C:15]=1[Cl:16].C=O.C(O)(=O)C.[BH-](OC(C)=O)(OC(C)=O)OC(C)=O.[Na+].[OH-].[Na+], predict the reaction product. The product is: [Cl:9][C:10]1[CH:11]=[C:12]([CH:17]([O:22][C:23]2[CH:24]=[CH:25][CH:26]=[CH:27][CH:28]=2)[CH:7]2[CH2:4][N:3]([CH3:1])[CH2:6]2)[CH:13]=[CH:14][C:15]=1[Cl:16]. (7) Given the reactants [CH3:1][N:2]1[C:14]2[CH2:13][CH2:12][CH:11]([CH:15]3[CH2:20][CH2:19][O:18][CH2:17][CH2:16]3)[CH2:10][C:9]=2[C:8]2[C:3]1=[CH:4][CH:5]=[C:6]([C:21](O)=[O:22])[CH:7]=2.CN(C(ON1N=NC2C=CC=NC1=2)=[N+](C)C)C.F[P-](F)(F)(F)(F)F.[Cl-].[CH:49]1([NH:52][C:53]([CH:55]2[CH2:58][NH2+:57][CH2:56]2)=[O:54])[CH2:51][CH2:50]1.C(N(CC)C(C)C)(C)C, predict the reaction product. The product is: [CH:49]1([NH:52][C:53]([CH:55]2[CH2:58][N:57]([C:21]([C:6]3[CH:7]=[C:8]4[C:3](=[CH:4][CH:5]=3)[N:2]([CH3:1])[C:14]3[CH2:13][CH2:12][CH:11]([CH:15]5[CH2:20][CH2:19][O:18][CH2:17][CH2:16]5)[CH2:10][C:9]4=3)=[O:22])[CH2:56]2)=[O:54])[CH2:51][CH2:50]1.